This data is from Forward reaction prediction with 1.9M reactions from USPTO patents (1976-2016). The task is: Predict the product of the given reaction. (1) Given the reactants [NH2:1][C@H:2]1[CH2:7][CH2:6][C@H:5]([NH:8][C:9]2[C:16]([F:17])=[CH:15][C:12]([C:13]#[N:14])=[C:11]([O:18][CH3:19])[N:10]=2)[CH2:4][CH2:3]1.C(N(C(C)C)CC)(C)C.Cl[C:30]([O:32][CH2:33][C:34]1[CH:39]=[CH:38][CH:37]=[CH:36][CH:35]=1)=[O:31].O, predict the reaction product. The product is: [C:13]([C:12]1[CH:15]=[C:16]([F:17])[C:9]([NH:8][C@H:5]2[CH2:4][CH2:3][C@H:2]([NH:1][C:30](=[O:31])[O:32][CH2:33][C:34]3[CH:39]=[CH:38][CH:37]=[CH:36][CH:35]=3)[CH2:7][CH2:6]2)=[N:10][C:11]=1[O:18][CH3:19])#[N:14]. (2) Given the reactants Cl.[NH2:2][C@H:3]1[CH2:9][O:8][C:7]2[CH:10]=[CH:11][CH:12]=[CH:13][C:6]=2[N:5]([CH3:14])[C:4]1=[O:15].Cl.[C:17]1([CH:23]([C:25]2[NH:26][C:27]([C:30](O)=[O:31])=[N:28][N:29]=2)[CH3:24])[CH:22]=[CH:21][CH:20]=[CH:19][CH:18]=1, predict the reaction product. The product is: [CH3:14][N:5]1[C:4](=[O:15])[C@@H:3]([NH:2][C:30]([C:27]2[NH:26][C:25]([CH:23]([C:17]3[CH:22]=[CH:21][CH:20]=[CH:19][CH:18]=3)[CH3:24])=[N:29][N:28]=2)=[O:31])[CH2:9][O:8][C:7]2[CH:10]=[CH:11][CH:12]=[CH:13][C:6]1=2. (3) Given the reactants C(Cl)(=O)C(Cl)=O.CS(C)=O.[F:11][C:12]1[CH:17]=[CH:16][C:15]([C@@H:18]([NH:22][C:23](=[O:29])[O:24][C:25]([CH3:28])([CH3:27])[CH3:26])[CH2:19][CH2:20][OH:21])=[CH:14][CH:13]=1.C(N(C(C)C)CC)(C)C, predict the reaction product. The product is: [C:25]([O:24][C:23](=[O:29])[NH:22][C@H:18]([C:15]1[CH:14]=[CH:13][C:12]([F:11])=[CH:17][CH:16]=1)[CH2:19][CH:20]=[O:21])([CH3:28])([CH3:26])[CH3:27]. (4) Given the reactants [OH:1][CH2:2][C:3]1[CH:11]=[CH:10][C:6]([C:7]([NH2:9])=[O:8])=[CH:5][N:4]=1.C1(P(C2C=CC=CC=2)C2C=CC=CC=2)C=CC=CC=1.O[N:32]1[C:36](=[O:37])[C:35]2=[CH:38][CH:39]=[CH:40][CH:41]=[C:34]2[C:33]1=[O:42].N(C(OC(C)C)=O)=NC(OC(C)C)=O, predict the reaction product. The product is: [O:42]=[C:33]1[C:34]2[C:35](=[CH:38][CH:39]=[CH:40][CH:41]=2)[C:36](=[O:37])[N:32]1[O:1][CH2:2][C:3]1[CH:11]=[CH:10][C:6]([C:7]([NH2:9])=[O:8])=[CH:5][N:4]=1.